Dataset: Full USPTO retrosynthesis dataset with 1.9M reactions from patents (1976-2016). Task: Predict the reactants needed to synthesize the given product. (1) The reactants are: [Br:1][C:2]1[CH:3]=[N:4][C:5]2[N:6]([N:8]=[C:9]([C:11]([OH:13])=O)[CH:10]=2)[CH:7]=1.[F:14][C:15]1[CH:16]=[C:17]2[C:22](=[CH:23][CH:24]=1)[CH:21]([C:25]([F:28])([F:27])[F:26])[NH:20][CH2:19][CH2:18]2. Given the product [Br:1][C:2]1[CH:3]=[N:4][C:5]2[N:6]([N:8]=[C:9]([C:11]([N:20]3[CH2:19][CH2:18][C:17]4[C:22](=[CH:23][CH:24]=[C:15]([F:14])[CH:16]=4)[CH:21]3[C:25]([F:26])([F:27])[F:28])=[O:13])[CH:10]=2)[CH:7]=1, predict the reactants needed to synthesize it. (2) Given the product [CH3:1][O:2][C:3]1[C:10]([O:11][CH2:12][CH:13]2[CH2:18][CH2:17][N:16]([CH3:19])[CH2:15][CH2:14]2)=[CH:9][C:8]([N+:20]([O-:22])=[O:21])=[C:5]([CH:4]=1)[C:6]#[N:7], predict the reactants needed to synthesize it. The reactants are: [CH3:1][O:2][C:3]1[CH:4]=[C:5]([CH:8]=[CH:9][C:10]=1[O:11][CH2:12][CH:13]1[CH2:18][CH2:17][N:16]([CH3:19])[CH2:15][CH2:14]1)[C:6]#[N:7].[N+:20]([O-])([O-:22])=[O:21].[NH4+]. (3) Given the product [C:1]([N:4]1[C:13]2[C:8](=[CH:9][C:10]([C:31]3[O:32][CH:33]=[CH:34][C:35]=3[C:36]([O-:38])=[O:37])=[CH:11][CH:12]=2)[C@@H:7]([NH:15][C:16]([O:17][CH:18]([CH3:20])[CH3:19])=[O:21])[CH2:6][C@H:5]1[CH3:22])(=[O:3])[CH3:2].[Na+:41], predict the reactants needed to synthesize it. The reactants are: [C:1]([N:4]1[C:13]2[C:8](=[CH:9][C:10](Br)=[CH:11][CH:12]=2)[CH:7]([NH:15][C:16](=[O:21])[O:17][CH:18]([CH3:20])[CH3:19])[CH2:6][CH:5]1[CH3:22])(=[O:3])[CH3:2].C(=O)([O-])[O-].[K+].[K+].OB(O)[C:31]1[O:32][CH:33]=[CH:34][C:35]=1[C:36]([OH:38])=[O:37].[OH-].[Na+:41]. (4) Given the product [CH2:65]([O:67][C:68](=[O:76])[C:69]1[CH:74]=[CH:73][CH:72]=[C:71]([NH:75][C:28]([C@H:9]2[C@H:8]([C:4]3[CH:5]=[CH:6][CH:7]=[C:2]([Cl:1])[C:3]=3[F:31])[C@:12]([C:15]3[CH:20]=[CH:19][C:18]([Cl:21])=[CH:17][C:16]=3[F:22])([C:13]#[N:14])[C@H:11]([CH2:23][C:24]([CH3:26])([CH3:25])[CH3:27])[NH:10]2)=[O:30])[CH:70]=1)[CH3:66], predict the reactants needed to synthesize it. The reactants are: [Cl:1][C:2]1[C:3]([F:31])=[C:4]([CH:8]2[C:12]([C:15]3[CH:20]=[CH:19][C:18]([Cl:21])=[CH:17][C:16]=3[F:22])([C:13]#[N:14])[CH:11]([CH2:23][C:24]([CH3:27])([CH3:26])[CH3:25])[NH:10][CH:9]2[C:28]([OH:30])=O)[CH:5]=[CH:6][CH:7]=1.CN(C(ON1N=NC2C=CC=NC1=2)=[N+](C)C)C.F[P-](F)(F)(F)(F)F.CCN(C(C)C)C(C)C.[CH2:65]([O:67][C:68](=[O:76])[C:69]1[CH:74]=[CH:73][CH:72]=[C:71]([NH2:75])[CH:70]=1)[CH3:66]. (5) Given the product [F:13][C:11]1[CH:10]=[CH:9][C:8]([C:14](=[S:26])[NH:15][CH2:16][C:17]2[CH:22]=[CH:21][CH:20]=[C:19]([N+:23]([O-:25])=[O:24])[CH:18]=2)=[C:7]([CH:12]=1)[O:6][CH2:5][C:4]([OH:27])=[O:3], predict the reactants needed to synthesize it. The reactants are: C([O:3][C:4](=[O:27])[CH2:5][O:6][C:7]1[CH:12]=[C:11]([F:13])[CH:10]=[CH:9][C:8]=1[C:14](=[S:26])[NH:15][CH2:16][C:17]1[CH:22]=[CH:21][CH:20]=[C:19]([N+:23]([O-:25])=[O:24])[CH:18]=1)C.[OH-].[Na+]. (6) Given the product [NH2:37][C:38]1[S:42][C:41]([C:43]2[C:48]([F:49])=[CH:47][CH:46]=[C:45]([O:50][CH3:51])[C:44]=2[F:52])=[N:40][C:39]=1[C:53]([NH:29][C:12]1[C:13]([N:14]2[CH2:19][C@H:18]([CH3:20])[CH2:17][C@H:16]([NH2:21])[CH2:15]2)=[C:8]2[CH2:7][CH2:6][CH:5]([OH:4])[C:9]2=[N:10][CH:11]=1)=[O:54], predict the reactants needed to synthesize it. The reactants are: C([O:4][CH:5]1[C:9]2=[N:10][CH:11]=[C:12]([NH2:29])[C:13]([N:14]3[CH2:19][C@H:18]([CH3:20])[CH2:17][C@H:16]([NH:21]C(OC(C)(C)C)=O)[CH2:15]3)=[C:8]2[CH2:7][CH2:6]1)(=O)C.C(OC([NH:37][C:38]1[S:42][C:41]([C:43]2[C:48]([F:49])=[CH:47][CH:46]=[C:45]([O:50][CH3:51])[C:44]=2[F:52])=[N:40][C:39]=1[C:53](O)=[O:54])=O)(C)(C)C.CN(C(ON1N=NC2C=CC=NC1=2)=[N+](C)C)C.F[P-](F)(F)(F)(F)F.CCN(C(C)C)C(C)C. (7) Given the product [Br:22][C:16]1[CH:17]=[C:18]([F:21])[CH:19]=[CH:20][C:15]=1[C@@H:7]1[NH:8][C:9](=[O:14])/[C:10](=[C:11](/[OH:13])\[CH3:12])/[C:5](=[O:23])[CH2:6]1, predict the reactants needed to synthesize it. The reactants are: [Na].C(O[C:5](=[O:23])[CH2:6][C@H:7]([C:15]1[CH:20]=[CH:19][C:18]([F:21])=[CH:17][C:16]=1[Br:22])[NH:8][C:9](=[O:14])[CH2:10][C:11](=[O:13])[CH3:12])C.C[O-].[Na+]. (8) Given the product [C:11]([C:15]1[CH:16]=[CH:17][C:18]([C:21]2[C:29]3[C:24](=[CH:25][CH:26]=[C:27]([CH:1]4[CH2:5][CH2:4][CH:3]=[CH:2]4)[CH:28]=3)[N:23]([CH2:38][C:39]3[CH:44]=[CH:43][CH:42]=[C:41]([O:45][CH3:46])[CH:40]=3)[C:22]=2[C:47]([O:49][CH2:50][CH3:51])=[O:48])=[CH:19][CH:20]=1)([CH3:14])([CH3:12])[CH3:13], predict the reactants needed to synthesize it. The reactants are: [CH:1]1[CH2:5][CH2:4][CH2:3][CH:2]=1.C([O-])(=O)C.[K+].[C:11]([C:15]1[CH:20]=[CH:19][C:18]([C:21]2[C:29]3[C:24](=[CH:25][CH:26]=[C:27](OS(C(F)(F)F)(=O)=O)[CH:28]=3)[N:23]([CH2:38][C:39]3[CH:44]=[CH:43][CH:42]=[C:41]([O:45][CH3:46])[CH:40]=3)[C:22]=2[C:47]([O:49][CH2:50][CH3:51])=[O:48])=[CH:17][CH:16]=1)([CH3:14])([CH3:13])[CH3:12]. (9) Given the product [CH:23]1([NH:29][C:2]2[C:7]3[CH:8]=[C:9]([C:11]4[CH:16]=[CH:15][C:14]([C:17]([CH3:18])([CH3:20])[CH3:19])=[CH:13][CH:12]=4)[S:10][C:6]=3[C:5]([C:21]#[N:22])=[CH:4][N:3]=2)[CH2:28][CH2:27][CH2:26][CH2:25][CH2:24]1, predict the reactants needed to synthesize it. The reactants are: Cl[C:2]1[C:7]2[CH:8]=[C:9]([C:11]3[CH:16]=[CH:15][C:14]([C:17]([CH3:20])([CH3:19])[CH3:18])=[CH:13][CH:12]=3)[S:10][C:6]=2[C:5]([C:21]#[N:22])=[CH:4][N:3]=1.[CH:23]1([NH2:29])[CH2:28][CH2:27][CH2:26][CH2:25][CH2:24]1.C(=O)([O-])[O-].[K+].[K+]. (10) The reactants are: [CH2:1]([O:8][C:9]1[CH:14]=[CH:13][C:12]([CH2:15][CH2:16][NH:17][C:18](=[O:30])[CH2:19][C:20]2[CH:29]=[CH:28][C:27]3[CH2:26][CH2:25][CH2:24][CH2:23][C:22]=3[CH:21]=2)=[CH:11][C:10]=1[O:31][CH3:32])[C:2]1[CH:7]=[CH:6][CH:5]=[CH:4][CH:3]=1.[C:33]([O:37]C(N(C)C)N(C)C)(C)(C)C.CN(C)C=O. Given the product [CH2:1]([O:8][C:9]1[CH:14]=[CH:13][C:12]([CH2:15][CH2:16][NH:17][C:18](=[O:30])[C:19]([C:20]2[CH:29]=[CH:28][C:27]3[CH2:26][CH2:25][CH2:24][CH2:23][C:22]=3[CH:21]=2)=[CH:33][OH:37])=[CH:11][C:10]=1[O:31][CH3:32])[C:2]1[CH:3]=[CH:4][CH:5]=[CH:6][CH:7]=1, predict the reactants needed to synthesize it.